Dataset: CYP2C9 inhibition data for predicting drug metabolism from PubChem BioAssay. Task: Regression/Classification. Given a drug SMILES string, predict its absorption, distribution, metabolism, or excretion properties. Task type varies by dataset: regression for continuous measurements (e.g., permeability, clearance, half-life) or binary classification for categorical outcomes (e.g., BBB penetration, CYP inhibition). Dataset: cyp2c9_veith. (1) The molecule is CCOC(=O)c1c(C)[nH]c(C(=O)C(C)Sc2ccc(Cl)cc2)c1C. The result is 1 (inhibitor). (2) The molecule is N#Cc1ccccc1-c1nc(NCCN2CCOCC2)c2ccccc2n1. The result is 0 (non-inhibitor). (3) The drug is Clc1ccccc1NN(Cc1ccccn1)c1ccccc1Cl. The result is 0 (non-inhibitor).